The task is: Predict the product of the given reaction.. This data is from Forward reaction prediction with 1.9M reactions from USPTO patents (1976-2016). Given the reactants [C:1]1([N:7]2[C:11]([C:12]3[CH:22]=[CH:21][C:15]4[O:16][CH2:17][C:18](=[O:20])[NH:19][C:14]=4[CH:13]=3)=[CH:10][C:9]([C:23]([F:26])([F:25])[F:24])=[N:8]2)[CH:6]=[CH:5][CH:4]=[CH:3][CH:2]=1.C1C(=O)N([Br:34])C(=O)C1, predict the reaction product. The product is: [Br:34][C:10]1[C:9]([C:23]([F:24])([F:25])[F:26])=[N:8][N:7]([C:1]2[CH:2]=[CH:3][CH:4]=[CH:5][CH:6]=2)[C:11]=1[C:12]1[CH:22]=[CH:21][C:15]2[O:16][CH2:17][C:18](=[O:20])[NH:19][C:14]=2[CH:13]=1.